Dataset: Full USPTO retrosynthesis dataset with 1.9M reactions from patents (1976-2016). Task: Predict the reactants needed to synthesize the given product. (1) Given the product [Cl-:1].[Cl:1][C:2]1[CH:7]=[CH:6][C:5]([NH:8][C:9]([NH:11][C:12]2[CH:40]=[CH:39][C:15]([O:16][C:17]3[CH:18]=[C:19]4[C:24](=[CH:25][CH:26]=3)[N:23]=[CH:22][N:21]([CH2:27][CH2:28][CH2:29][NH3+:30])[C:20]4=[O:38])=[CH:14][CH:13]=2)=[O:10])=[CH:4][C:3]=1[C:41]([F:43])([F:42])[F:44], predict the reactants needed to synthesize it. The reactants are: [Cl:1][C:2]1[CH:7]=[CH:6][C:5]([NH:8][C:9]([NH:11][C:12]2[CH:40]=[CH:39][C:15]([O:16][C:17]3[CH:18]=[C:19]4[C:24](=[CH:25][CH:26]=3)[N:23]=[CH:22][N:21]([CH2:27][CH2:28][CH2:29][NH:30]C(=O)OC(C)(C)C)[C:20]4=[O:38])=[CH:14][CH:13]=2)=[O:10])=[CH:4][C:3]=1[C:41]([F:44])([F:43])[F:42]. (2) Given the product [C:1]1([N:11]2[CH2:16][CH2:15][N:14]([CH2:24][CH2:25][N:26]3[C:27](=[O:36])[C:28]4[C:33](=[CH:32][CH:31]=[CH:30][CH:29]=4)[C:34]3=[O:35])[CH2:13][CH2:12]2)[C:10]2[C:5](=[CH:6][CH:7]=[CH:8][CH:9]=2)[CH:4]=[CH:3][CH:2]=1, predict the reactants needed to synthesize it. The reactants are: [C:1]1([N:11]2[CH2:16][CH2:15][NH:14][CH2:13][CH2:12]2)[C:10]2[C:5](=[CH:6][CH:7]=[CH:8][CH:9]=2)[CH:4]=[CH:3][CH:2]=1.C(=O)([O-])[O-].[K+].[K+].Br[CH2:24][CH2:25][N:26]1[C:34](=[O:35])[C:33]2[C:28](=[CH:29][CH:30]=[CH:31][CH:32]=2)[C:27]1=[O:36]. (3) Given the product [Cl:18][C:15]1[CH:16]=[CH:17][C:12]([C:10]2[C:9]3[C:4](=[CH:5][CH:6]=[CH:7][CH:8]=3)[C:3](=[O:19])[N:2]([NH:1][C:29](=[O:30])[CH2:28][C:25]3[CH:26]=[CH:27][C:22]([N:21]([CH3:32])[CH3:20])=[CH:23][CH:24]=3)[N:11]=2)=[CH:13][CH:14]=1, predict the reactants needed to synthesize it. The reactants are: [NH2:1][N:2]1[N:11]=[C:10]([C:12]2[CH:17]=[CH:16][C:15]([Cl:18])=[CH:14][CH:13]=2)[C:9]2[C:4](=[CH:5][CH:6]=[CH:7][CH:8]=2)[C:3]1=[O:19].[CH3:20][N:21]([CH3:32])[C:22]1[CH:27]=[CH:26][C:25]([CH2:28][C:29](O)=[O:30])=[CH:24][CH:23]=1. (4) Given the product [C:1]([O:5][C:6](=[O:30])[N:7]([C:8]1[CH:13]=[C:12]([N:14]2[CH2:19][CH2:18][C:17]([F:21])([F:20])[CH2:16][CH2:15]2)[CH:11]=[C:10]([CH2:22][O:23][CH:24]2[CH2:29][CH2:28][CH2:27][CH2:26][O:25]2)[N:9]=1)[CH2:39][C:40]([F:43])([F:42])[F:41])([CH3:4])([CH3:2])[CH3:3], predict the reactants needed to synthesize it. The reactants are: [C:1]([O:5][C:6](=[O:30])[NH:7][C:8]1[CH:13]=[C:12]([N:14]2[CH2:19][CH2:18][C:17]([F:21])([F:20])[CH2:16][CH2:15]2)[CH:11]=[C:10]([CH2:22][O:23][CH:24]2[CH2:29][CH2:28][CH2:27][CH2:26][O:25]2)[N:9]=1)([CH3:4])([CH3:3])[CH3:2].[H-].[Na+].FC(F)(F)S(O[CH2:39][C:40]([F:43])([F:42])[F:41])(=O)=O.O.